From a dataset of Forward reaction prediction with 1.9M reactions from USPTO patents (1976-2016). Predict the product of the given reaction. (1) Given the reactants [Br:1][C:2]1[CH:21]=[CH:20][C:5]([CH2:6][C:7]2[NH:8][CH:9]=[C:10]([C:12]3[CH:17]=[CH:16][C:15]([Cl:18])=[CH:14][C:13]=3[Cl:19])[N:11]=2)=[CH:4][CH:3]=1.[N+:22]([C:25]1[CH:32]=[CH:31][C:28]([CH2:29]Br)=[CH:27][CH:26]=1)([O-:24])=[O:23], predict the reaction product. The product is: [Br:1][C:2]1[CH:21]=[CH:20][C:5]([CH2:6][C:7]2[N:8]([CH2:29][C:28]3[CH:31]=[CH:32][C:25]([N+:22]([O-:24])=[O:23])=[CH:26][CH:27]=3)[CH:9]=[C:10]([C:12]3[CH:17]=[CH:16][C:15]([Cl:18])=[CH:14][C:13]=3[Cl:19])[N:11]=2)=[CH:4][CH:3]=1. (2) Given the reactants [F:1][C:2]1[CH:3]=[C:4]([CH:6]=[CH:7][CH:8]=1)[NH2:5].Br[C:10]1[CH:15]=[CH:14][CH:13]=[CH:12][CH:11]=1.CC(C)([O-])C.[Na+], predict the reaction product. The product is: [F:1][C:2]1[CH:3]=[C:4]([CH:6]=[CH:7][CH:8]=1)[NH:5][C:10]1[CH:15]=[CH:14][CH:13]=[CH:12][CH:11]=1.